This data is from Forward reaction prediction with 1.9M reactions from USPTO patents (1976-2016). The task is: Predict the product of the given reaction. Given the reactants [CH3:1][O:2][C:3]1[CH:4]=[C:5]([C:13]2[O:21][C:20]3[C:15](=[N:16][CH:17]=[CH:18][C:19]=3[C:22]3[CH:23]=[C:24]([CH:28]=[CH:29][CH:30]=3)[C:25](O)=[O:26])[CH:14]=2)[CH:6]=[C:7]([O:11][CH3:12])[C:8]=1[O:9][CH3:10].[NH2:31][CH:32]1[CH2:36][CH2:35][N:34]([C:37]([O:39][C:40]([CH3:43])([CH3:42])[CH3:41])=[O:38])[CH2:33]1, predict the reaction product. The product is: [CH3:1][O:2][C:3]1[CH:4]=[C:5]([C:13]2[O:21][C:20]3[C:15](=[N:16][CH:17]=[CH:18][C:19]=3[C:22]3[CH:23]=[C:24]([CH:28]=[CH:29][CH:30]=3)[C:25]([NH:31][CH:32]3[CH2:36][CH2:35][N:34]([C:37]([O:39][C:40]([CH3:43])([CH3:42])[CH3:41])=[O:38])[CH2:33]3)=[O:26])[CH:14]=2)[CH:6]=[C:7]([O:11][CH3:12])[C:8]=1[O:9][CH3:10].